This data is from Full USPTO retrosynthesis dataset with 1.9M reactions from patents (1976-2016). The task is: Predict the reactants needed to synthesize the given product. (1) The reactants are: O.[NH2:2][NH2:3].F[C:5]1[CH:12]=[CH:11][C:10]([C:13]2[CH:21]=[CH:20][CH:19]=[C:18]3[C:14]=2[CH:15]=[CH:16][NH:17]3)=[CH:9][C:6]=1[C:7]#[N:8]. Given the product [NH:17]1[C:18]2[C:14](=[C:13]([C:10]3[CH:9]=[C:6]4[C:5](=[CH:12][CH:11]=3)[NH:3][N:2]=[C:7]4[NH2:8])[CH:21]=[CH:20][CH:19]=2)[CH:15]=[CH:16]1, predict the reactants needed to synthesize it. (2) Given the product [C:3]([C:5]1[C:6]([C:11]2[CH:16]=[CH:15][CH:14]=[CH:13][C:12]=2[F:17])=[N:7][O:8][C:9]=1[CH3:10])([OH:4])=[O:2], predict the reactants needed to synthesize it. The reactants are: C[O:2][C:3]([C:5]1[C:6]([C:11]2[CH:16]=[CH:15][CH:14]=[CH:13][C:12]=2[F:17])=[N:7][O:8][C:9]=1[CH3:10])=[O:4].CO.[OH-].[Na+].Cl. (3) Given the product [Cl:1][C:2]1[CH:3]=[CH:4][C:5]([N:8]([C@H:12]2[C:21]3[C:16](=[CH:17][CH:18]=[CH:19][CH:20]=3)[N:15]([C:22](=[O:30])[C:23]3[CH:24]=[CH:25][C:26]([O:29][CH2:2][CH2:3][CH2:4][C:5]#[N:8])=[CH:27][CH:28]=3)[C@@H:14]([CH3:31])[CH2:13]2)[C:9](=[O:11])[CH3:10])=[CH:6][CH:7]=1, predict the reactants needed to synthesize it. The reactants are: [Cl:1][C:2]1[CH:7]=[CH:6][C:5]([N:8]([C@H:12]2[C:21]3[C:16](=[CH:17][CH:18]=[CH:19][CH:20]=3)[N:15]([C:22](=[O:30])[C:23]3[CH:28]=[CH:27][C:26]([OH:29])=[CH:25][CH:24]=3)[C@@H:14]([CH3:31])[CH2:13]2)[C:9](=[O:11])[CH3:10])=[CH:4][CH:3]=1.C([O-])([O-])=O.[K+].[K+]. (4) Given the product [C:1]([C:3]1[CH:8]=[CH:7][N:6]=[C:5]([C:9]([NH:11][C:12]2[CH:13]=[C:14]3[C:18](=[CH:19][CH:20]=2)[N:17]([CH2:21][CH3:22])[CH:16]=[C:15]3[CH:23]2[CH2:24][CH2:25][N:26]([C:41]([CH:36]3[CH2:40][CH2:39][CH2:38][CH2:37]3)=[O:42])[CH2:27][CH2:28]2)=[O:10])[CH:4]=1)#[N:2], predict the reactants needed to synthesize it. The reactants are: [C:1]([C:3]1[CH:8]=[CH:7][N:6]=[C:5]([C:9]([NH:11][C:12]2[CH:13]=[C:14]3[C:18](=[CH:19][CH:20]=2)[N:17]([CH2:21][CH3:22])[CH:16]=[C:15]3[CH:23]2[CH2:28][CH2:27][NH:26][CH2:25][CH2:24]2)=[O:10])[CH:4]=1)#[N:2].C(N(CC)CC)C.[CH:36]1([C:41](Cl)=[O:42])[CH2:40][CH2:39][CH2:38][CH2:37]1.Cl. (5) Given the product [CH2:1]([O:5][C:6]1[C:11]([F:12])=[C:10]([N:14]2[CH2:18][CH2:17][CH2:16][CH2:15]2)[N:9]=[CH:8][N:7]=1)[C:2]#[C:3][CH3:4], predict the reactants needed to synthesize it. The reactants are: [CH2:1]([O:5][C:6]1[C:11]([F:12])=[C:10](F)[N:9]=[CH:8][N:7]=1)[C:2]#[C:3][CH3:4].[NH:14]1[CH2:18][CH2:17][CH2:16][CH2:15]1. (6) Given the product [CH3:34][O:33][C:29]([C:30]1[S:31][C:6]2[C:7]3[CH:13]=[CH:12][CH:11]=[C:10]([Cl:14])[C:8]=3[S:9][C:5]=2[C:3]=1[O:2][CH2:1][C:38]([O:40][CH2:41][CH3:42])=[O:39])=[O:32], predict the reactants needed to synthesize it. The reactants are: [CH3:1][O:2][C:3]([C:5]1[S:9][C:8]2[C:10]([Cl:14])=[CH:11][CH:12]=[CH:13][C:7]=2[C:6]=1OS(C(F)(F)F)(=O)=O)=O.CC(C)([O-])C.[Na+].[C:29]([O:33][CH3:34])(=[O:32])[CH2:30][SH:31].Cl.BrC[C:38]([O:40][CH2:41][CH3:42])=[O:39].C([O-])([O-])=O.[K+].[K+].